Predict the product of the given reaction. From a dataset of Forward reaction prediction with 1.9M reactions from USPTO patents (1976-2016). (1) Given the reactants [CH3:1][O:2][C:3]1[CH:21]=[CH:20][C:6]([C:7]([C:9]2[C:18](=[O:19])[C:17]3[C:12](=[CH:13][CH:14]=[CH:15][CH:16]=3)[NH:11][CH:10]=2)=[O:8])=[CH:5][C:4]=1[CH3:22].Br[CH2:24][C:25]1[CH:30]=[CH:29][CH:28]=[C:27]([C:31]([F:34])([F:33])[F:32])[N:26]=1, predict the reaction product. The product is: [CH3:1][O:2][C:3]1[CH:21]=[CH:20][C:6]([C:7]([C:9]2[C:18](=[O:19])[C:17]3[C:12](=[CH:13][CH:14]=[CH:15][CH:16]=3)[N:11]([CH2:24][C:25]3[CH:30]=[CH:29][CH:28]=[C:27]([C:31]([F:33])([F:32])[F:34])[N:26]=3)[CH:10]=2)=[O:8])=[CH:5][C:4]=1[CH3:22]. (2) Given the reactants [F:1][C:2]1[CH:7]=[CH:6][C:5]([CH:8]2[CH2:17][C:16]3[C:11](=[CH:12][CH:13]=[C:14]([CH3:18])[CH:15]=3)[NH:10][CH2:9]2)=[CH:4][CH:3]=1.Cl.[N:20]([O-])=[O:21].[Na+], predict the reaction product. The product is: [F:1][C:2]1[CH:7]=[CH:6][C:5]([CH:8]2[CH2:17][C:16]3[C:11](=[CH:12][CH:13]=[C:14]([CH3:18])[CH:15]=3)[N:10]([N:20]=[O:21])[CH2:9]2)=[CH:4][CH:3]=1. (3) Given the reactants [CH3:1][C:2]1[N:7]=[C:6]([C:8]2[CH:13]=[CH:12][NH:11][C:10](=[O:14])[N:9]=2)[CH:5]=[CH:4][CH:3]=1.[H-].[Na+].Br[CH2:18][CH2:19][CH2:20][CH2:21][Cl:22].O, predict the reaction product. The product is: [Cl:22][CH2:21][CH2:20][CH2:19][CH2:18][N:11]1[CH:12]=[CH:13][C:8]([C:6]2[CH:5]=[CH:4][CH:3]=[C:2]([CH3:1])[N:7]=2)=[N:9][C:10]1=[O:14]. (4) Given the reactants [C:1]([NH:4][CH:5]([CH2:9][SH:10])[C:6]([OH:8])=[O:7])(=[O:3])[CH3:2].[OH:11][C:12]1C2N=NNC=2C=CC=1.[CH2:33]1[CH2:34][CH2:35][CH:30]([N:29]=C=[N:29][CH:30]2[CH2:35][CH2:34][CH2:33][CH2:32][CH2:31]2)[CH2:31][CH2:32]1.CN(C)C=[O:39], predict the reaction product. The product is: [NH2:29][C:30]1[CH:31]=[CH:32][C:33]([O:7][C:6](=[O:8])[CH:5]([NH:4][C:1](=[O:3])[CH3:2])[CH2:9][SH:10])=[C:34]([CH:35]=1)[C:12]([OH:11])=[O:39].